From a dataset of Experimentally validated miRNA-target interactions with 360,000+ pairs, plus equal number of negative samples. Binary Classification. Given a miRNA mature sequence and a target amino acid sequence, predict their likelihood of interaction. (1) The miRNA is mmu-miR-465c-5p with sequence UAUUUAGAAUGGCGCUGAUCUG. The protein sequence of the target gene is MGNGLSDQTSILSSLPSFQSFHIVILGLDCAGKTTVLYRLQFNEFVNTVPTKGFNTEKIKVTLGNSKTVTFHFWDVGGQEKLRPLWKSYTRCTDGIVFVVDSVDVERMEEAKTELHKITRISENQGVPVLIVANKQDLRNSLSLSEIEKLLAMGELSSSTPWHLQPTCAIIGDGLKEGLEKLHDMIIKRRKMLRQQKKKR. Result: 1 (interaction). (2) The miRNA is mmu-miR-1249-3p with sequence ACGCCCUUCCCCCCCUUCUUCA. The protein sequence of the target gene is MSLDCTSHIALGAASPAPEETYDHLSEVPVTREQLNHYRNVAQNARSELAATLVKFECAQSELQDLRSKMLSKEVSCQELKAEMESYKENNARKSSLLTSLRDRVQELEEESAALSTSKIRTEITAHAAIKENQELKKKVVELNEKLQKCSKENEENKKQVSKNCRKHEEFLTQLRDCLDPDERNDKASDEDLILKLRDLRKENEFVKGQIVILEETINVHEMEAKASRETIMRLASEVNREQKKAASCTEEKEKLNQDLLSAVEAKEALEREVKIFQERLLAGQQVWDASKQEVSLLKK.... Result: 0 (no interaction). (3) The miRNA is hsa-miR-221-3p with sequence AGCUACAUUGUCUGCUGGGUUUC. The protein sequence of the target gene is MGCLGGNSKTTEDQGVDEKERREANKKIEKQLQKERLAYKATHRLLLLGAGESGKSTIVKQMRILHVNGFNPEEKKQKILDIRKNVKDAIVTIVSAMSTIIPPVPLANPENQFRSDYIKSIAPITDFEYSQEFFDHVKKLWDDEGVKACFERSNEYQLIDCAQYFLERIDSVSLVDYTPTDQDLLRCRVLTSGIFETRFQVDKVNFHMFDVGGQRDERRKWIQCFNDVTAIIYVAACSSYNMVIREDNNTNRLRESLDLFESIWNNRWLRTISIILFLNKQDMLAEKVLAGKSKIEDYFP.... Result: 0 (no interaction). (4) The miRNA is cel-miR-81-3p with sequence UGAGAUCAUCGUGAAAGCUAGU. The protein sequence of the target gene is MDPSGVKVLETAEDIQERRQQVLDRYHRFKELSTLRRQKLEDSYRFQFFQRDAEELEKWIQEKLQIASDENYKDPTNLQGKLQKHQAFEAEVQANSGAIVKLDETGNLMISEGHFASETIRTRLMELHRQWELLLEKMREKGIKLLQAQKLVQYLRECEDVMDWINDKEAIVTSEELGQDLEHVEVLQKKFEEFQTDMAAHEERVNEVNQFAAKLIQEQHPEEELIKTKQDEVNAAWQRLKGLALQRQGKLFGAAEVQRFNRDVDETISWIKEKEQLMASDDFGRDLASVQALLRKHEGL.... Result: 0 (no interaction). (5) Result: 0 (no interaction). The miRNA is mmu-miR-3110-3p with sequence GCACUCCAUCGGAGGCAGACAC. The protein sequence of the target gene is MDYNRMSSFLEYPLCNRGPSAYSAPTSFPPCSAPAVDSYAGESRYGGGLPSSALQQNSGYPVQQPPSSLGVSFPSPAPSGYAPAACNPSYGPSQYYSVGQSEGDGSYFHPSSYGAQLGGLPDSYGAGGVGSGPYPPPQPPYGTEQTATFASAYDLLSEDKESPCSSEPSTLTPRTFDWMKVKRNPPKTAKVSELGLGAPGGLRTNFTTRQLTELEKEFHFNKYLSRARRVEIAATLELNETQVKIWFQNRRMKQKKREREGGRMPAGPPGCPKEAAGDASDQSACTSPEASPSSITS. (6) The miRNA is mmu-miR-335-3p with sequence UUUUUCAUUAUUGCUCCUGACC. The protein sequence of the target gene is MALNHTALPQDERLPHYLRDEDPFASKLSWEADLVAGFYLTIIGILSTFGNGYVLYMSSRRKKKLRPAEIMTINLAVCDLGISVVGKPFTIISCFCHRWVFGWFGCRWYGWAGFFFGCGSLITMTAVSLDRYLKICYLSYGVWLKRKHAYICLAVIWAYASFWTTMPLVGLGDYAPEPFGTSCTLDWWLAQASGGGQVFILSILFFCLLLPTAVIVFSYAKIIAKVKSSSKEVAHFDSRIHSSHVLEVKLTKVAMLICAGFLIAWIPYAVVSVWSAFGRPDSIPIQLSVVPTLLAKSAAM.... Result: 1 (interaction). (7) Result: 0 (no interaction). The miRNA is hsa-miR-4289 with sequence GCAUUGUGCAGGGCUAUCA. The protein sequence of the target gene is MKETDREAVATAVQRVAGMLQRPDQLDKVEQYRRREARKKASVEARLKAAIQSQLDGVRTGLSQLHNALNDVKDIQQSLADVSKDWRQSINTIESLKDVKDAVVQHSQLAAAVENLKNIFSVPEIVRETQDLIEQGALLQAHRKLMDLECSRDGLMYEQYRMDSGNTRDMTLIHGYFGSTQGLSDELAKQLWMVLQRSLVTVRRDPTLLVSVVRIIEREEKIDRRILDRKKQTGFVPPGRPKNWKEKMFTILERTVTTRIEGTQADTRESDKMWLVRHLEIIRKYVLDDLIVAKNLMVQC.... (8) The miRNA is hsa-miR-4434 with sequence AGGAGAAGUAAAGUAGAA. The protein sequence of the target gene is MFTELRSKLSPPRGRAGAVRAGFGERRDVDATAHFSFCRTLLEHTVSAESIPCHLPRTPGTSLTWHDSRSQRAASSRPIKLLQQPGTDTPQGRLYSDHYGLYHTSPSLGGLTRPVVLWSQQDVCKWLKKHCPHNYLVYVEAFSQHAITGRALLRLNAEKLQRMGLAQEAQRQEVLQQVLRLQVREEGRSLQLLSQASFGKMS. Result: 1 (interaction). (9) The protein sequence of the target gene is MDSNTAPLGPSCPQPPPAPQPQARSRLNATASLEQERSERPRAPGPQAGPGPGVRDAAAPAEPQAQHTRSRERADGTGPTKGDMEIPFEEVLERAKAGDPKAQTEVGKHYLQLAGDTDEELNSCTAVDWLVLAAKQGRREAVKLLRRCLADRRGITSENEREVRQLSSETDLERAVRKAALVMYWKLNPKKKKQVAVAELLENVGQVNEHDGGAQPGPVPKSLQKQRRMLERLVSSESKNYIALDDFVEITKKYAKGVIPSSLFLQDDEDDDELAGKSPEDLPLRLKVVKYPLHAIMEIK.... Result: 0 (no interaction). The miRNA is hsa-miR-3135a with sequence UGCCUAGGCUGAGACUGCAGUG.